Dataset: Catalyst prediction with 721,799 reactions and 888 catalyst types from USPTO. Task: Predict which catalyst facilitates the given reaction. (1) Reactant: [Br:1][C:2]1[C:9]([O:10][CH3:11])=[CH:8][C:5]([CH:6]=[O:7])=[C:4]([N+:12]([O-:14])=[O:13])[CH:3]=1.[C:15]1([Mg]Br)[CH:20]=[CH:19][CH:18]=[CH:17][CH:16]=1. Product: [Br:1][C:2]1[C:9]([O:10][CH3:11])=[CH:8][C:5]([CH:6]([C:15]2[CH:20]=[CH:19][CH:18]=[CH:17][CH:16]=2)[OH:7])=[C:4]([N+:12]([O-:14])=[O:13])[CH:3]=1. The catalyst class is: 1. (2) Reactant: Cl.[CH2:2]([NH:4][C:5]([NH:7][C:8]1[CH:13]=[CH:12][C:11]([C:14]2[N:15]=[C:16]([N:24]3[CH2:29][CH2:28][O:27][CH2:26][C@@H:25]3[CH3:30])[C:17]3[CH2:23][CH2:22][NH:21][CH2:20][C:18]=3[N:19]=2)=[CH:10][CH:9]=1)=[O:6])[CH3:3].CC1C=CC(S(O[CH2:42][C@@H:43]2[CH2:47][O:46][C:45]([CH3:49])([CH3:48])[O:44]2)(=O)=O)=CC=1.[I-].[Na+].CCN(C(C)C)C(C)C. Product: [CH3:48][C:45]1([CH3:49])[O:44][C@H:43]([CH2:42][N:21]2[CH2:22][CH2:23][C:17]3[C:16]([N:24]4[CH2:29][CH2:28][O:27][CH2:26][C@@H:25]4[CH3:30])=[N:15][C:14]([C:11]4[CH:10]=[CH:9][C:8]([NH:7][C:5]([NH:4][CH2:2][CH3:3])=[O:6])=[CH:13][CH:12]=4)=[N:19][C:18]=3[CH2:20]2)[CH2:47][O:46]1. The catalyst class is: 3. (3) Reactant: [CH3:1][O:2][C:3]([C:5]1[S:6][C:7]([C:10]([OH:12])=O)=[CH:8][CH:9]=1)=[O:4].O[N:14]1[C:18]2C=CC=C[C:17]=2N=N1.Cl.CN(C)CCCN=C=NCC.CN1CCOCC1.[C:42]([NH:49][C:50]([NH:55][C:56]([O:58][C:59]([CH3:62])([CH3:61])[CH3:60])=[O:57])=[N:51]CCN)([O:44][C:45]([CH3:48])([CH3:47])[CH3:46])=[O:43]. Product: [CH3:1][O:2][C:3]([C:5]1[S:6][C:7]([C:10](=[O:12])[NH:14][CH2:18][CH2:17][N:49]([C:42]([O:44][C:45]([CH3:46])([CH3:47])[CH3:48])=[O:43])[C:50]([NH2:51])=[N:55][C:56]([O:58][C:59]([CH3:60])([CH3:61])[CH3:62])=[O:57])=[CH:8][CH:9]=1)=[O:4]. The catalyst class is: 3. (4) Reactant: [CH2:1]([O:4][C:5]([C:7]1[N:8]=[C:9]([N:12]2[CH2:15][CH:14]([OH:16])[CH2:13]2)[S:10][CH:11]=1)=[O:6])[CH:2]=[CH2:3].[CH3:17][S:18](Cl)(=[O:20])=[O:19].C(N(CC)CC)C. Product: [CH2:1]([O:4][C:5]([C:7]1[N:8]=[C:9]([N:12]2[CH2:13][CH:14]([O:16][S:18]([CH3:17])(=[O:20])=[O:19])[CH2:15]2)[S:10][CH:11]=1)=[O:6])[CH:2]=[CH2:3]. The catalyst class is: 2. (5) Reactant: Cl[C:2]1[N:10]=[C:9]2[C:5]([N:6]=[CH:7][N:8]2[CH2:11][O:12][CH2:13][CH2:14][Si:15]([CH3:18])([CH3:17])[CH3:16])=[C:4]([O:19][C:20]2[CH:21]=[C:22]([NH:26][C:27](=[O:30])[CH:28]=[CH2:29])[CH:23]=[CH:24][CH:25]=2)[N:3]=1.[CH3:31][N:32]1[CH2:36][CH2:35][CH:34]([N:37]2[CH:41]=[C:40]([NH2:42])[CH:39]=[N:38]2)[CH2:33]1.CC1(C)C2C(=C(P(C3C=CC=CC=3)C3C=CC=CC=3)C=CC=2)OC2C(P(C3C=CC=CC=3)C3C=CC=CC=3)=CC=CC1=2.C(=O)([O-])[O-].[Cs+].[Cs+]. Product: [CH3:31][N:32]1[CH2:36][CH2:35][CH:34]([N:37]2[CH:41]=[C:40]([NH:42][C:2]3[N:10]=[C:9]4[C:5]([N:6]=[CH:7][N:8]4[CH2:11][O:12][CH2:13][CH2:14][Si:15]([CH3:18])([CH3:17])[CH3:16])=[C:4]([O:19][C:20]4[CH:21]=[C:22]([NH:26][C:27](=[O:30])[CH:28]=[CH2:29])[CH:23]=[CH:24][CH:25]=4)[N:3]=3)[CH:39]=[N:38]2)[CH2:33]1. The catalyst class is: 62. (6) Product: [CH3:29][S:26]([C:23]1[CH:24]=[CH:25][C:20]([N:3]2[CH2:4][CH2:5][C:6]3([CH2:11][CH2:10][N:9]([C:12]([O:14][C:15]([CH3:18])([CH3:17])[CH3:16])=[O:13])[CH2:8][CH2:7]3)[C:2]2=[O:1])=[CH:21][CH:22]=1)(=[O:28])=[O:27]. Reactant: [O:1]=[C:2]1[C:6]2([CH2:11][CH2:10][N:9]([C:12]([O:14][C:15]([CH3:18])([CH3:17])[CH3:16])=[O:13])[CH2:8][CH2:7]2)[CH2:5][CH2:4][NH:3]1.Br[C:20]1[CH:25]=[CH:24][C:23]([S:26]([CH3:29])(=[O:28])=[O:27])=[CH:22][CH:21]=1.[O-]P([O-])([O-])=O.[K+].[K+].[K+].CN[C@@H]1CCCC[C@H]1NC. The catalyst class is: 321.